From a dataset of NCI-60 drug combinations with 297,098 pairs across 59 cell lines. Regression. Given two drug SMILES strings and cell line genomic features, predict the synergy score measuring deviation from expected non-interaction effect. (1) Drug 1: CCC1(CC2CC(C3=C(CCN(C2)C1)C4=CC=CC=C4N3)(C5=C(C=C6C(=C5)C78CCN9C7C(C=CC9)(C(C(C8N6C)(C(=O)OC)O)OC(=O)C)CC)OC)C(=O)OC)O. Drug 2: C1CC(CNC1)C2=CC=C(C=C2)N3C=C4C=CC=C(C4=N3)C(=O)N. Cell line: SK-OV-3. Synergy scores: CSS=30.8, Synergy_ZIP=0.536, Synergy_Bliss=2.61, Synergy_Loewe=-24.1, Synergy_HSA=3.83. (2) Drug 1: CC12CCC3C(C1CCC2=O)CC(=C)C4=CC(=O)C=CC34C. Drug 2: CC1CCCC2(C(O2)CC(NC(=O)CC(C(C(=O)C(C1O)C)(C)C)O)C(=CC3=CSC(=N3)C)C)C. Cell line: SF-295. Synergy scores: CSS=48.6, Synergy_ZIP=2.01, Synergy_Bliss=0.744, Synergy_Loewe=3.59, Synergy_HSA=1.91. (3) Drug 1: CN(C)N=NC1=C(NC=N1)C(=O)N. Drug 2: CCCS(=O)(=O)NC1=C(C(=C(C=C1)F)C(=O)C2=CNC3=C2C=C(C=N3)C4=CC=C(C=C4)Cl)F. Cell line: SR. Synergy scores: CSS=1.20, Synergy_ZIP=-4.08, Synergy_Bliss=-11.4, Synergy_Loewe=-22.4, Synergy_HSA=-11.8. (4) Drug 1: CC1=C(C(=CC=C1)Cl)NC(=O)C2=CN=C(S2)NC3=CC(=NC(=N3)C)N4CCN(CC4)CCO. Drug 2: CN1C2=C(C=C(C=C2)N(CCCl)CCCl)N=C1CCCC(=O)O.Cl. Cell line: M14. Synergy scores: CSS=7.60, Synergy_ZIP=-2.18, Synergy_Bliss=2.62, Synergy_Loewe=-1.39, Synergy_HSA=1.79. (5) Drug 1: CC1=C(C(=O)C2=C(C1=O)N3CC4C(C3(C2COC(=O)N)OC)N4)N. Drug 2: CC1CCCC2(C(O2)CC(NC(=O)CC(C(C(=O)C(C1O)C)(C)C)O)C(=CC3=CSC(=N3)C)C)C. Cell line: SK-MEL-28. Synergy scores: CSS=31.8, Synergy_ZIP=-3.45, Synergy_Bliss=-1.45, Synergy_Loewe=-3.12, Synergy_HSA=2.95. (6) Drug 1: CC1=CC2C(CCC3(C2CCC3(C(=O)C)OC(=O)C)C)C4(C1=CC(=O)CC4)C. Drug 2: CC1C(C(CC(O1)OC2CC(CC3=C2C(=C4C(=C3O)C(=O)C5=CC=CC=C5C4=O)O)(C(=O)C)O)N)O. Cell line: COLO 205. Synergy scores: CSS=50.6, Synergy_ZIP=0.977, Synergy_Bliss=1.03, Synergy_Loewe=-35.0, Synergy_HSA=0.602. (7) Drug 1: CNC(=O)C1=CC=CC=C1SC2=CC3=C(C=C2)C(=NN3)C=CC4=CC=CC=N4. Drug 2: C1=CC=C(C(=C1)C(C2=CC=C(C=C2)Cl)C(Cl)Cl)Cl. Cell line: SF-268. Synergy scores: CSS=5.97, Synergy_ZIP=0.952, Synergy_Bliss=5.96, Synergy_Loewe=1.88, Synergy_HSA=3.69.